From a dataset of Reaction yield outcomes from USPTO patents with 853,638 reactions. Predict the reaction yield, written as a fraction of the theoretical maximum amount of product (1.0 means a 100% yield; for example, 0.34 means a 34% yield). (1) The reactants are [CH3:1][O:2][CH2:3][C@@H:4]1[CH2:8][N:7]([C:9]([O:11][C:12]([CH3:15])([CH3:14])[CH3:13])=[O:10])[C@H:6]([C:16]2[NH:20][C:19]3[C:21]4[C:26]([CH:27]=[CH:28][C:18]=3[N:17]=2)=[CH:25][C:24]2[C:29]3[C:34]([CH2:35][O:36][C:23]=2[CH:22]=4)=[CH:33][C:32](B2OC(C)(C)C(C)(C)O2)=[CH:31][CH:30]=3)[CH2:5]1.Br[C:47]1[NH:51][C:50]([C@@H:52]2[CH2:56][CH2:55][C@H:54]([CH3:57])[N:53]2[C:58](=[O:68])[C@@H:59]([NH:63][C:64](=[O:67])[O:65][CH3:66])[CH:60]([CH3:62])[CH3:61])=[N:49][CH:48]=1.C(=O)([O-])[O-].[K+].[K+]. The catalyst is COCCOC.CN(C)C=O.[Pd].C1(P(C2C=CC=CC=2)C2C=CC=CC=2)C=CC=CC=1.C1(P(C2C=CC=CC=2)C2C=CC=CC=2)C=CC=CC=1.C1(P(C2C=CC=CC=2)C2C=CC=CC=2)C=CC=CC=1.C1(P(C2C=CC=CC=2)C2C=CC=CC=2)C=CC=CC=1.C1C=CC(P(C2C=CC=CC=2)[C-]2C=CC=C2)=CC=1.C1C=CC(P(C2C=CC=CC=2)[C-]2C=CC=C2)=CC=1.Cl[Pd]Cl.[Fe+2]. The product is [CH3:66][O:65][C:64]([NH:63][C@H:59]([C:58]([N:53]1[C@@H:54]([CH3:57])[CH2:55][CH2:56][C@H:52]1[C:50]1[NH:51][C:47]([C:32]2[CH:33]=[C:34]3[CH2:35][O:36][C:23]4[CH:22]=[C:21]5[C:26]([CH:27]=[CH:28][C:18]6[NH:17][C:16]([C@@H:6]7[CH2:5][C@H:4]([CH2:3][O:2][CH3:1])[CH2:8][N:7]7[C:9]([O:11][C:12]([CH3:13])([CH3:14])[CH3:15])=[O:10])=[N:20][C:19]=65)=[CH:25][C:24]=4[C:29]3=[CH:30][CH:31]=2)=[CH:48][N:49]=1)=[O:68])[CH:60]([CH3:62])[CH3:61])=[O:67]. The yield is 0.390. (2) The reactants are [F:1][C:2]1[C:10]2[O:9][CH:8]([C:11]3([OH:24])[CH2:16][CH2:15][N:14](C(OC(C)(C)C)=O)[CH2:13][CH2:12]3)[CH2:7][C:6]=2[CH:5]=[CH:4][CH:3]=1.[ClH:25].O1CCOCC1. The catalyst is CO. The product is [ClH:25].[F:1][C:2]1[C:10]2[O:9][CH:8]([C:11]3([OH:24])[CH2:12][CH2:13][NH:14][CH2:15][CH2:16]3)[CH2:7][C:6]=2[CH:5]=[CH:4][CH:3]=1. The yield is 1.00. (3) The reactants are N1C=CN=C1.[CH3:6][C:7]([Si:10](Cl)([CH3:12])[CH3:11])([CH3:9])[CH3:8].[Cl:14][C:15]1[CH:16]=[C:17]([NH:23][C@H:24]([C@@H:41]([OH:43])[CH3:42])[C:25]([NH:27][NH:28][C:29](=[O:40])[C:30]2[CH:35]=[CH:34][C:33]([S:36]([CH3:39])(=[O:38])=[O:37])=[CH:32][CH:31]=2)=[O:26])[CH:18]=[CH:19][C:20]=1[C:21]#[N:22].O. The catalyst is CN(C=O)C. The product is [Si:10]([O:43][C@@H:41]([CH3:42])[C@@H:24]([NH:23][C:17]1[CH:18]=[CH:19][C:20]([C:21]#[N:22])=[C:15]([Cl:14])[CH:16]=1)[C:25]([NH:27][NH:28][C:29](=[O:40])[C:30]1[CH:35]=[CH:34][C:33]([S:36]([CH3:39])(=[O:38])=[O:37])=[CH:32][CH:31]=1)=[O:26])([C:7]([CH3:9])([CH3:8])[CH3:6])([CH3:12])[CH3:11]. The yield is 0.690.